From a dataset of Forward reaction prediction with 1.9M reactions from USPTO patents (1976-2016). Predict the product of the given reaction. (1) Given the reactants C(OC(=O)[N:7]([C:28]1[CH:33]=[CH:32][C:31]([CH2:34][CH2:35][CH2:36][CH2:37][N:38]2[CH:42]=[CH:41][N:40]=[N:39]2)=[CH:30][CH:29]=1)[CH2:8][C:9]1[N:10]=[C:11]([C:14]2[NH:15][C:16]3[C:21]([CH:22]=2)=[CH:20][C:19]([O:23][C:24]([F:27])([F:26])[F:25])=[CH:18][CH:17]=3)[O:12][CH:13]=1)(C)(C)C, predict the reaction product. The product is: [N:38]1([CH2:37][CH2:36][CH2:35][CH2:34][C:31]2[CH:32]=[CH:33][C:28]([NH:7][CH2:8][C:9]3[N:10]=[C:11]([C:14]4[NH:15][C:16]5[C:21]([CH:22]=4)=[CH:20][C:19]([O:23][C:24]([F:26])([F:27])[F:25])=[CH:18][CH:17]=5)[O:12][CH:13]=3)=[CH:29][CH:30]=2)[CH:42]=[CH:41][N:40]=[N:39]1. (2) The product is: [Cl:41][C:42]1[C:43]([C:52]([F:54])([F:53])[F:55])=[N:44][N:45]([CH2:48][C:49]([N:36]2[CH2:37][CH2:38][N:33]([C:30]3[CH:29]=[CH:28][C:27]([C:26]([F:25])([F:39])[F:40])=[CH:32][CH:31]=3)[CH2:34][CH2:35]2)=[O:50])[C:46]=1[CH3:47]. Given the reactants CN(C(ON1N=NC2C=CC=NC1=2)=[N+](C)C)C.F[P-](F)(F)(F)(F)F.[F:25][C:26]([F:40])([F:39])[C:27]1[CH:32]=[CH:31][C:30]([N:33]2[CH2:38][CH2:37][NH:36][CH2:35][CH2:34]2)=[CH:29][CH:28]=1.[Cl:41][C:42]1[C:43]([C:52]([F:55])([F:54])[F:53])=[N:44][N:45]([CH2:48][C:49](O)=[O:50])[C:46]=1[CH3:47], predict the reaction product. (3) Given the reactants C([O:8][C:9]1[CH:10]=[CH:11][C:12]([C@@H:20]([O:70][Si:71]([CH3:77])([CH3:76])[C:72]([CH3:75])([CH3:74])[CH3:73])[CH2:21][N:22]([C:63]([O:65][C:66]([CH3:69])([CH3:68])[CH3:67])=[O:64])[CH2:23][CH2:24][CH2:25][CH2:26][CH2:27][O:28][C:29]([NH:31][C:32]2[CH:33]=[C:34]([C:38]([OH:62])([C:56]3[CH:61]=[CH:60][CH:59]=[CH:58][CH:57]=3)[C:39]([O:41][CH2:42][CH:43]3[CH2:48][CH2:47][N:46]([CH2:49][C:50]4[CH:55]=[CH:54][CH:53]=[CH:52][CH:51]=4)[CH2:45][CH2:44]3)=[O:40])[CH:35]=[CH:36][CH:37]=2)=[O:30])=[C:13]2[C:18]=1[NH:17][C:16](=[O:19])[CH:15]=[CH:14]2)C1C=CC=CC=1.[H][H], predict the reaction product. The product is: [C:66]([O:65][C:63]([N:22]([CH2:21][C@@H:20]([C:12]1[CH:11]=[CH:10][C:9]([OH:8])=[C:18]2[C:13]=1[CH:14]=[CH:15][C:16](=[O:19])[NH:17]2)[O:70][Si:71]([CH3:77])([CH3:76])[C:72]([CH3:74])([CH3:75])[CH3:73])[CH2:23][CH2:24][CH2:25][CH2:26][CH2:27][O:28][C:29]([NH:31][C:32]1[CH:33]=[C:34]([C:38]([OH:62])([C:56]2[CH:57]=[CH:58][CH:59]=[CH:60][CH:61]=2)[C:39]([O:41][CH2:42][CH:43]2[CH2:48][CH2:47][N:46]([CH2:49][C:50]3[CH:51]=[CH:52][CH:53]=[CH:54][CH:55]=3)[CH2:45][CH2:44]2)=[O:40])[CH:35]=[CH:36][CH:37]=1)=[O:30])=[O:64])([CH3:67])([CH3:68])[CH3:69]. (4) Given the reactants [OH:1][C:2]1[CH:3]=[C:4]([C:12]([O:14][CH3:15])=[O:13])[CH:5]=[C:6]([CH:11]=1)[C:7]([O:9][CH3:10])=[O:8].F[C:17]1[CH:22]=[CH:21][C:20]([N+:23]([O-:25])=[O:24])=[CH:19][CH:18]=1.CN(C)C=O.C1(C)C=CC=CC=1, predict the reaction product. The product is: [N+:23]([C:20]1[CH:21]=[CH:22][C:17]([O:1][C:2]2[CH:11]=[C:6]([C:7]([O:9][CH3:10])=[O:8])[CH:5]=[C:4]([CH:3]=2)[C:12]([O:14][CH3:15])=[O:13])=[CH:18][CH:19]=1)([O-:25])=[O:24]. (5) Given the reactants [Br:1][C:2]1[CH:7]=[CH:6][C:5]([OH:8])=[C:4]([Cl:9])[CH:3]=1.[OH-].[K+].Cl[C:13]([F:23])([F:22])C(C1C=CC=CC=1)=O, predict the reaction product. The product is: [Br:1][C:2]1[CH:7]=[CH:6][C:5]([O:8][CH:13]([F:23])[F:22])=[C:4]([Cl:9])[CH:3]=1. (6) Given the reactants Cl[C:2]1[N:7]=[CH:6][N:5]=[C:4]([O:8][C:9]2[CH:14]=[CH:13][C:12]([NH:15][C:16]([NH:18][C:19]3[CH:24]=[C:23]([C:25]([F:28])([F:27])[F:26])[CH:22]=[C:21]([CH2:29][N:30]4[CH2:33][CH2:32][CH2:31]4)[CH:20]=3)=[O:17])=[CH:11][CH:10]=2)[CH:3]=1.[CH3:34][NH2:35], predict the reaction product. The product is: [CH3:34][NH:35][C:2]1[N:7]=[CH:6][N:5]=[C:4]([O:8][C:9]2[CH:14]=[CH:13][C:12]([NH:15][C:16]([NH:18][C:19]3[CH:24]=[C:23]([C:25]([F:28])([F:27])[F:26])[CH:22]=[C:21]([CH2:29][N:30]4[CH2:33][CH2:32][CH2:31]4)[CH:20]=3)=[O:17])=[CH:11][CH:10]=2)[CH:3]=1.